This data is from Full USPTO retrosynthesis dataset with 1.9M reactions from patents (1976-2016). The task is: Predict the reactants needed to synthesize the given product. Given the product [CH3:2][C:3]1[C:11]([C:12]2[S:14][C:16]([C:17]([O:19][CH2:20][CH3:21])=[O:18])=[C:22]([CH:23]3[CH2:24][CH2:25][O:26][CH2:27][CH2:28]3)[N:13]=2)=[C:6]2[CH:7]=[CH:8][CH:9]=[CH:10][N:5]2[N:4]=1, predict the reactants needed to synthesize it. The reactants are: Cl.[CH3:2][C:3]1[C:11]([C:12](=[S:14])[NH2:13])=[C:6]2[CH:7]=[CH:8][CH:9]=[CH:10][N:5]2[N:4]=1.Cl[CH:16]([C:22](=O)[CH:23]1[CH2:28][CH2:27][O:26][CH2:25][CH2:24]1)[C:17]([O:19][CH2:20][CH3:21])=[O:18].